This data is from Forward reaction prediction with 1.9M reactions from USPTO patents (1976-2016). The task is: Predict the product of the given reaction. (1) Given the reactants Br[C:2]1[C:7](=[O:8])[N:6]([CH2:9][C:10]2[CH:15]=[CH:14][C:13]([C:16]3[C:17]([C:22]#[N:23])=[CH:18][CH:19]=[CH:20][CH:21]=3)=[CH:12][CH:11]=2)[C:5]([CH2:24][CH2:25][CH3:26])=[N:4][C:3]=1[CH2:27][CH3:28].[F:29][C:30]1[CH:35]=[C:34]([O:36][CH:37]([CH3:39])[CH3:38])[CH:33]=[CH:32][C:31]=1B(O)O.C(=O)([O-])[O-].[Cs+].[Cs+], predict the reaction product. The product is: [CH2:27]([C:3]1[N:4]=[C:5]([CH2:24][CH2:25][CH3:26])[N:6]([CH2:9][C:10]2[CH:11]=[CH:12][C:13]([C:16]3[C:17]([C:22]#[N:23])=[CH:18][CH:19]=[CH:20][CH:21]=3)=[CH:14][CH:15]=2)[C:7](=[O:8])[C:2]=1[C:31]1[CH:32]=[CH:33][C:34]([O:36][CH:37]([CH3:38])[CH3:39])=[CH:35][C:30]=1[F:29])[CH3:28]. (2) Given the reactants [Cl:1][C:2]1[N:3]=[C:4]([N:23]2[CH2:28][CH2:27][O:26][CH2:25][CH2:24]2)[S:5][C:6]=1[C:7]1[N:11]2[N:12]=[C:13]([CH3:21])[CH:14]=[C:15]([CH:16]([CH2:19][CH3:20])[CH2:17][CH3:18])[C:10]2=[N:9][C:8]=1[CH3:22].Cl, predict the reaction product. The product is: [ClH:1].[Cl:1][C:2]1[N:3]=[C:4]([N:23]2[CH2:24][CH2:25][O:26][CH2:27][CH2:28]2)[S:5][C:6]=1[C:7]1[N:11]2[N:12]=[C:13]([CH3:21])[CH:14]=[C:15]([CH:16]([CH2:17][CH3:18])[CH2:19][CH3:20])[C:10]2=[N:9][C:8]=1[CH3:22].